Dataset: Full USPTO retrosynthesis dataset with 1.9M reactions from patents (1976-2016). Task: Predict the reactants needed to synthesize the given product. The reactants are: [NH2:1][C:2]1[CH:7]=[C:6]([Cl:8])[CH:5]=[CH:4][C:3]=1[C:9]1[N:10]([CH2:28][CH2:29][C:30]([O:32]CC)=[O:31])[C:11]2[C:16]([C:17]=1[CH:18]1[CH2:23][CH2:22][CH2:21][CH2:20][CH2:19]1)=[CH:15][CH:14]=[C:13]([C:24]([O:26][CH3:27])=[O:25])[CH:12]=2.[OH-].[Na+].Cl.O. Given the product [NH2:1][C:2]1[CH:7]=[C:6]([Cl:8])[CH:5]=[CH:4][C:3]=1[C:9]1[N:10]([CH2:28][CH2:29][C:30]([OH:32])=[O:31])[C:11]2[C:16]([C:17]=1[CH:18]1[CH2:19][CH2:20][CH2:21][CH2:22][CH2:23]1)=[CH:15][CH:14]=[C:13]([C:24]([O:26][CH3:27])=[O:25])[CH:12]=2, predict the reactants needed to synthesize it.